Predict the reactants needed to synthesize the given product. From a dataset of Full USPTO retrosynthesis dataset with 1.9M reactions from patents (1976-2016). (1) Given the product [CH:1]([O:4][C:5](=[O:14])[C:6]1[CH:11]=[C:10]([CH3:12])[C:9]([CH:15]2[CH2:19][CH2:21][CH2:17][CH2:16]2)=[N:8][CH:7]=1)([CH3:3])[CH3:2], predict the reactants needed to synthesize it. The reactants are: [CH:1]([O:4][C:5](=[O:14])[C:6]1[CH:11]=[C:10]([CH3:12])[C:9](Cl)=[N:8][CH:7]=1)([CH3:3])[CH3:2].[CH2:15]1[CH2:19]O[CH2:17][CH2:16]1.O1CCOC[CH2:21]1. (2) Given the product [N:24]1([C:27]2[CH:33]=[CH:32][C:31]([N:34]3[CH2:35][CH2:36][O:37][CH2:38][CH2:39]3)=[CH:30][C:28]=2[NH:29][C:2]2[C:11]3[C:6](=[CH:7][C:8]([F:13])=[CH:9][C:10]=3[F:12])[N:5]=[C:4]([N:14]3[CH2:19][CH2:18][CH2:17][CH2:16][CH2:15]3)[C:3]=2[CH3:20])[CH2:25][CH2:26][O:21][CH2:22][CH2:23]1, predict the reactants needed to synthesize it. The reactants are: Cl[C:2]1[C:11]2[C:6](=[CH:7][C:8]([F:13])=[CH:9][C:10]=2[F:12])[N:5]=[C:4]([N:14]2[CH2:19][CH2:18][CH2:17][CH2:16][CH2:15]2)[C:3]=1[CH3:20].[O:21]1[CH2:26][CH2:25][N:24]([C:27]2[CH:33]=[CH:32][C:31]([N:34]3[CH2:39][CH2:38][O:37][CH2:36][CH2:35]3)=[CH:30][C:28]=2[NH2:29])[CH2:23][CH2:22]1. (3) Given the product [Cl:12][C:13]1[N:21]=[CH:20][CH:19]=[CH:18][C:14]=1[C:15]([NH:1][C:2]1[N:3]=[CH:4][C:5]2[C:10]([CH:11]=1)=[CH:9][CH:8]=[CH:7][CH:6]=2)=[O:16], predict the reactants needed to synthesize it. The reactants are: [NH2:1][C:2]1[N:3]=[CH:4][C:5]2[C:10]([CH:11]=1)=[CH:9][CH:8]=[CH:7][CH:6]=2.[Cl:12][C:13]1[N:21]=[CH:20][CH:19]=[CH:18][C:14]=1[C:15](Cl)=[O:16]. (4) Given the product [S:10]1[C:6]2[CH:5]=[C:4]([NH2:1])[CH:12]=[CH:11][C:7]=2[N:8]=[CH:9]1, predict the reactants needed to synthesize it. The reactants are: [N+:1]([C:4]1[CH:12]=[CH:11][C:7]2[N:8]=[CH:9][S:10][C:6]=2[CH:5]=1)([O-])=O.Cl[Sn]Cl.[NH4+].[OH-].